From a dataset of Peptide-MHC class I binding affinity with 185,985 pairs from IEDB/IMGT. Regression. Given a peptide amino acid sequence and an MHC pseudo amino acid sequence, predict their binding affinity value. This is MHC class I binding data. (1) The peptide sequence is TKQTGSASSM. The MHC is HLA-B08:01 with pseudo-sequence HLA-B08:01. The binding affinity (normalized) is 0.328. (2) The peptide sequence is GQRVYSWVY. The MHC is HLA-A11:01 with pseudo-sequence HLA-A11:01. The binding affinity (normalized) is 0.0847.